Dataset: Reaction yield outcomes from USPTO patents with 853,638 reactions. Task: Predict the reaction yield, written as a fraction of the theoretical maximum amount of product (1.0 means a 100% yield; for example, 0.34 means a 34% yield). (1) The reactants are [F:1][C:2]1[CH:3]=[C:4]([CH3:12])[C:5]([O:10][CH3:11])=[C:6]([CH:9]=1)[CH:7]=[O:8].[CH3:13][Mg]Br. The catalyst is C(OCC)C. The product is [F:1][C:2]1[CH:3]=[C:4]([CH3:12])[C:5]([O:10][CH3:11])=[C:6]([CH:7]([OH:8])[CH3:13])[CH:9]=1. The yield is 0.760. (2) The reactants are Cl[C:2]1[C:3]2[CH2:10][CH2:9][N:8]([CH2:11][C:12]3[CH:17]=[CH:16][C:15]([O:18][CH3:19])=[CH:14][CH:13]=3)[C:4]=2[N:5]=[CH:6][N:7]=1.[C:20]([N:27]1[CH2:32][CH2:31][NH:30][CH2:29][CH2:28]1)([O:22][C:23]([CH3:26])([CH3:25])[CH3:24])=[O:21].C(O[K])(C)(C)C. The catalyst is CN1C(=O)CCC1.C(OCC)(=O)C. The product is [C:23]([O:22][C:20]([N:27]1[CH2:32][CH2:31][N:30]([C:2]2[C:3]3[CH2:10][CH2:9][N:8]([CH2:11][C:12]4[CH:17]=[CH:16][C:15]([O:18][CH3:19])=[CH:14][CH:13]=4)[C:4]=3[N:5]=[CH:6][N:7]=2)[CH2:29][CH2:28]1)=[O:21])([CH3:26])([CH3:24])[CH3:25]. The yield is 0.570. (3) The reactants are [N:1]1[CH:6]=[CH:5][CH:4]=[C:3]([NH2:7])[N:2]=1.[CH3:8][O:9][C:10]1[CH:17]=[CH:16][C:13]([CH:14]=O)=[CH:12][CH:11]=1.C(O[BH-](OC(=O)C)OC(=O)C)(=O)C.[Na+]. The catalyst is C(Cl)Cl.CC(C)[O-].CC(C)[O-].CC(C)[O-].[Ti](Cl)(Cl)(Cl)Cl. The product is [CH3:8][O:9][C:10]1[CH:17]=[CH:16][C:13]([CH2:14][NH:7][C:3]2[N:2]=[N:1][CH:6]=[CH:5][CH:4]=2)=[CH:12][CH:11]=1. The yield is 0.250. (4) The reactants are [CH2:1]([O:3][C:4](=[O:17])[C:5]#[C:6][C:7]1[C:16]2[C:11](=[CH:12][CH:13]=[CH:14][CH:15]=2)[CH:10]=[CH:9][CH:8]=1)[CH3:2].[C:18]([O:22][C:23]([N:25]1[C:34]2[C:29](=[CH:30][CH:31]=[C:32]([CH2:35][CH2:36][O:37][C:38]3[CH:39]=[C:40]4[C:44](=[CH:45][CH:46]=3)[NH:43][CH:42]=[CH:41]4)[N:33]=2)[CH2:28][CH2:27][CH2:26]1)=[O:24])([CH3:21])([CH3:20])[CH3:19]. No catalyst specified. The product is [C:18]([O:22][C:23]([N:25]1[C:34]2[C:29](=[CH:30][CH:31]=[C:32]([CH2:35][CH2:36][O:37][C:38]3[CH:39]=[C:40]4[C:44](=[CH:45][CH:46]=3)[N:43]([C:6]([C:7]3[C:16]5[C:11](=[CH:12][CH:13]=[CH:14][CH:15]=5)[CH:10]=[CH:9][CH:8]=3)=[CH:5][C:4]([O:3][CH2:1][CH3:2])=[O:17])[CH:42]=[CH:41]4)[N:33]=2)[CH2:28][CH2:27][CH2:26]1)=[O:24])([CH3:21])([CH3:19])[CH3:20]. The yield is 0.370. (5) The reactants are [NH2:1][C:2]1[CH:7]=[CH:6][CH:5]=[CH:4][C:3]=1[CH:8]1[C:17]([CH3:19])([CH3:18])[CH2:16][C:15]2[C:10](=[CH:11][CH:12]=[C:13]([C:20]([O:22][CH3:23])=[O:21])[CH:14]=2)[NH:9]1.[CH:24]1([C:27](O)=[O:28])[CH2:26][CH2:25]1.C(N(CC)C(C)C)(C)C.P(Cl)(Cl)(Cl)=O. The catalyst is ClCCl. The product is [CH:24]1([C:27]([NH:1][C:2]2[CH:7]=[CH:6][CH:5]=[CH:4][C:3]=2[CH:8]2[C:17]([CH3:18])([CH3:19])[CH2:16][C:15]3[C:10](=[CH:11][CH:12]=[C:13]([C:20]([O:22][CH3:23])=[O:21])[CH:14]=3)[NH:9]2)=[O:28])[CH2:26][CH2:25]1. The yield is 0.580. (6) The reactants are [Cl:1][C:2]1[S:6][C:5]([C:7]2[N:12]=[C:11]([NH:13][C:14]3[CH:21]=[CH:20][C:17]([CH:18]=O)=[CH:16][CH:15]=3)[C:10]([CH2:22][CH3:23])=[C:9]([CH3:24])[N:8]=2)=[CH:4][CH:3]=1.C[Si](C)(C)[O:27][C:28]1[CH2:31][CH2:30][C:29]=1[O:32][Si](C)(C)C.B(F)(F)F.CCOCC.C(=O)(O)[O-].[Na+]. The catalyst is ClCCl. The product is [Cl:1][C:2]1[S:6][C:5]([C:7]2[N:12]=[C:11]([NH:13][C:14]3[CH:21]=[CH:20][C:17]([C:18]4[C:28](=[O:27])[CH2:31][CH2:30][C:29]=4[OH:32])=[CH:16][CH:15]=3)[C:10]([CH2:22][CH3:23])=[C:9]([CH3:24])[N:8]=2)=[CH:4][CH:3]=1. The yield is 0.130. (7) The reactants are [CH2:1]([O:3][C:4]1[C:13]([NH:14][C:15](=[O:23])OC2C=CC=CC=2)=[N:12][C:11]2[C:6](=[CH:7][CH:8]=[CH:9][CH:10]=2)[N:5]=1)[CH3:2].[CH2:24]([O:26][C:27]1[CH:32]=[CH:31][CH:30]=[CH:29][C:28]=1[N:33]1[CH2:38][CH2:37][NH:36][CH2:35][CH2:34]1)[CH3:25]. No catalyst specified. The product is [CH2:1]([O:3][C:4]1[C:13]([NH:14][C:15]([N:36]2[CH2:35][CH2:34][N:33]([C:28]3[CH:29]=[CH:30][CH:31]=[CH:32][C:27]=3[O:26][CH2:24][CH3:25])[CH2:38][CH2:37]2)=[O:23])=[N:12][C:11]2[C:6](=[CH:7][CH:8]=[CH:9][CH:10]=2)[N:5]=1)[CH3:2]. The yield is 0.765. (8) The yield is 0.940. The reactants are [CH2:1]([N:8]1[CH2:12][CH2:11][C@H:10]([OH:13])[CH2:9]1)[C:2]1[CH:7]=[CH:6][CH:5]=[CH:4][CH:3]=1.N12CCN(CC1)CC2.[C:22]1([CH3:32])[CH:27]=[CH:26][C:25]([S:28](Cl)(=[O:30])=[O:29])=[CH:24][CH:23]=1. The catalyst is COC(C)(C)C. The product is [CH2:1]([N:8]1[CH2:12][CH2:11][C@H:10]([O:13][S:28]([C:25]2[CH:26]=[CH:27][C:22]([CH3:32])=[CH:23][CH:24]=2)(=[O:30])=[O:29])[CH2:9]1)[C:2]1[CH:3]=[CH:4][CH:5]=[CH:6][CH:7]=1. (9) The reactants are [CH2:1]([C:3]1[NH:4][C:5](=[O:27])[C:6]([CH2:12][C:13]2[CH:18]=[CH:17][C:16]([C:19]3[C:20]([C:25]#[N:26])=[CH:21][CH:22]=[CH:23][CH:24]=3)=[CH:15][CH:14]=2)=[C:7]([CH2:9][CH2:10][CH3:11])[N:8]=1)[CH3:2].[Si:28]([O:35][CH:36]([CH3:50])[C:37]([CH3:49])([CH3:48])[O:38][C:39]1[CH:44]=[CH:43][C:42](B(O)O)=[CH:41][CH:40]=1)([C:31]([CH3:34])([CH3:33])[CH3:32])([CH3:30])[CH3:29].C(N(CC)CC)C.N1C=CC=CC=1. The catalyst is ClCCl.C(OCC)(=O)C.C([O-])(=O)C.[Cu+2].C([O-])(=O)C. The product is [Si:28]([O:35][CH:36]([CH3:50])[C:37]([CH3:49])([CH3:48])[O:38][C:39]1[CH:40]=[CH:41][C:42]([N:4]2[C:5](=[O:27])[C:6]([CH2:12][C:13]3[CH:18]=[CH:17][C:16]([C:19]4[C:20]([C:25]#[N:26])=[CH:21][CH:22]=[CH:23][CH:24]=4)=[CH:15][CH:14]=3)=[C:7]([CH2:9][CH2:10][CH3:11])[N:8]=[C:3]2[CH2:1][CH3:2])=[CH:43][CH:44]=1)([C:31]([CH3:34])([CH3:33])[CH3:32])([CH3:30])[CH3:29]. The yield is 0.870.